Dataset: Reaction yield outcomes from USPTO patents with 853,638 reactions. Task: Predict the reaction yield, written as a fraction of the theoretical maximum amount of product (1.0 means a 100% yield; for example, 0.34 means a 34% yield). (1) The reactants are [C:1]([C:5]1[NH:6][C:7]2[C:12]([CH:13]=1)=[CH:11][C:10]([N+:14]([O-])=O)=[CH:9][C:8]=2[CH2:17][OH:18])([CH3:4])([CH3:3])[CH3:2]. The catalyst is [Ni].CO. The product is [NH2:14][C:10]1[CH:11]=[C:12]2[C:7](=[C:8]([CH2:17][OH:18])[CH:9]=1)[NH:6][C:5]([C:1]([CH3:4])([CH3:3])[CH3:2])=[CH:13]2. The yield is 0.800. (2) The reactants are [CH3:1][C:2]1[CH:3]=[C:4]([CH:8]=[CH:9][C:10]=1[CH3:11])[C:5]([OH:7])=O.CN(C(ON1N=NC2C=CC=CC1=2)=[N+](C)C)C.[B-](F)(F)(F)F.CN1CCOCC1.[F:41][C:42]1([F:53])[CH2:46][CH2:45][N:44]([CH2:47][C@@H:48]([NH2:52])[CH:49]([CH3:51])[CH3:50])[CH2:43]1. The catalyst is CN(C=O)C. The product is [F:53][C:42]1([F:41])[CH2:46][CH2:45][N:44]([CH2:47][C@@H:48]([NH:52][C:5](=[O:7])[C:4]2[CH:8]=[CH:9][C:10]([CH3:11])=[C:2]([CH3:1])[CH:3]=2)[CH:49]([CH3:50])[CH3:51])[CH2:43]1. The yield is 0.510. (3) The reactants are [CH3:1][O:2][C:3](=[O:20])[C:4]1[CH:5]=[C:6]([CH:14]=[C:15]([N+:17]([O-])=O)[CH:16]=1)[C:7]([O:9][C:10]([CH3:13])([CH3:12])[CH3:11])=[O:8].CO. The catalyst is [Pd].CCO.O. The product is [CH3:1][O:2][C:3](=[O:20])[C:4]1[CH:5]=[C:6]([CH:14]=[C:15]([NH2:17])[CH:16]=1)[C:7]([O:9][C:10]([CH3:13])([CH3:11])[CH3:12])=[O:8]. The yield is 0.710. (4) The reactants are [F:1][C:2]([F:15])([F:14])[C:3]1[CH:13]=[CH:12][C:6]([CH:7]([NH2:11])[C:8]([OH:10])=[O:9])=[CH:5][CH:4]=1.S(Cl)(Cl)=O.[CH3:20]O. No catalyst specified. The product is [F:1][C:2]([F:14])([F:15])[C:3]1[CH:13]=[CH:12][C:6]([CH:7]([NH2:11])[C:8]([O:10][CH3:20])=[O:9])=[CH:5][CH:4]=1. The yield is 0.690. (5) The reactants are [C:1]([C:5]1[CH:6]=[C:7]2[C:12](=[C:13]([F:15])[CH:14]=1)[C:11](=[O:16])[N:10]([CH2:17][C:18]1[C:23]([F:24])=[CH:22][C:21]([C:25]3[CH:30]=[CH:29][N:28]=[C:27]([O:31]C)[CH:26]=3)=[CH:20][C:19]=1[F:33])[N:9]=[CH:8]2)([CH3:4])([CH3:3])[CH3:2].B(Br)(Br)Br. The catalyst is C(Cl)Cl. The product is [C:1]([C:5]1[CH:6]=[C:7]2[C:12](=[C:13]([F:15])[CH:14]=1)[C:11](=[O:16])[N:10]([CH2:17][C:18]1[C:23]([F:24])=[CH:22][C:21]([C:25]3[CH:30]=[CH:29][NH:28][C:27](=[O:31])[CH:26]=3)=[CH:20][C:19]=1[F:33])[N:9]=[CH:8]2)([CH3:4])([CH3:2])[CH3:3]. The yield is 0.320. (6) The reactants are [CH2:1]([N:8]([CH2:21][C:22]1[CH:27]=[CH:26][CH:25]=[CH:24][CH:23]=1)[C:9]1[CH:10]=[C:11]2[C:16](=[CH:17][C:18]=1[F:19])[C:15](Cl)=[N:14][CH:13]=[CH:12]2)[C:2]1[CH:7]=[CH:6][CH:5]=[CH:4][CH:3]=1.[NH3:28].C([O-])(O)=O.[Na+]. The catalyst is C(O)CO. The product is [CH2:1]([N:8]([CH2:21][C:22]1[CH:27]=[CH:26][CH:25]=[CH:24][CH:23]=1)[C:9]1[CH:10]=[C:11]2[C:16](=[CH:17][C:18]=1[F:19])[C:15]([NH2:28])=[N:14][CH:13]=[CH:12]2)[C:2]1[CH:7]=[CH:6][CH:5]=[CH:4][CH:3]=1. The yield is 0.990. (7) The reactants are [Br:1][C:2]1[CH:7]=[CH:6][C:5]([OH:8])=[C:4]([Cl:9])[CH:3]=1.O.Cl[C:12]([F:17])([F:16])C([O-])=O.[Na+].C(=O)([O-])[O-].[Cs+].[Cs+]. The catalyst is CN(C=O)C. The product is [Br:1][C:2]1[CH:7]=[CH:6][C:5]([O:8][CH:12]([F:17])[F:16])=[C:4]([Cl:9])[CH:3]=1. The yield is 0.670.